Task: Binary Classification. Given a drug SMILES string, predict its activity (active/inactive) in a high-throughput screening assay against a specified biological target.. Dataset: Cav3 T-type calcium channel HTS with 100,875 compounds (1) The drug is Brc1ccc(cc1)C(=N/OC(=O)c1occc1)/N. The result is 0 (inactive). (2) The compound is S(Cc1nc2n(c(ccc2)C)c1)c1c(N)cccc1. The result is 0 (inactive). (3) The drug is O(c1cc2c(C(NCC2)Cc2cc(O)c(OC)cc2)cc1)C. The result is 0 (inactive). (4) The molecule is S(=O)(=O)(N(CC(=O)NCc1sccc1)c1ccc(cc1)C)c1sccc1. The result is 0 (inactive). (5) The compound is S(=O)(=O)(Nc1c(OCC)cccc1)c1c2nsnc2ccc1. The result is 0 (inactive). (6) The molecule is Clc1ccc(N2CCN(CC2)c2nc3nc(cc(c3cc2)C(F)(F)F)C(F)(F)F)cc1. The result is 1 (active). (7) The molecule is Brc1cc2c(N(CC2)C(=O)C)c(S(=O)(=O)NCCN2C(CCCC2)C)c1. The result is 0 (inactive). (8) The compound is Clc1cc(NC(=O)/C=C/C(O)=O)c(OC)cc1. The result is 0 (inactive). (9) The compound is O(CC(=O)Nc1c(ccc(c1)C(OC)=O)C(OC)=O)c1c(OC)cccc1. The result is 0 (inactive). (10) The molecule is Clc1c(N2CCN(CC2)C(=O)C)ccc(NC(=O)c2cc([N+]([O-])=O)c(N3CCCC3)cc2)c1. The result is 0 (inactive).